Dataset: Catalyst prediction with 721,799 reactions and 888 catalyst types from USPTO. Task: Predict which catalyst facilitates the given reaction. (1) Reactant: [Cl:1][C:2]1[CH:3]=[C:4]([NH:9][C:10]2[C:19]3[C:14](=[CH:15][C:16]([O:39][CH2:40][CH:41]4[CH2:43][CH2:42]4)=[C:17]([NH:20][C:21](=[O:38])[CH:22]=[CH:23][CH2:24][N:25]([CH2:32][C:33]([O:35][CH2:36][CH3:37])=[O:34])[CH2:26][C@H:27]([OH:31])[CH2:28][O:29][CH3:30])[CH:18]=3)[N:13]=[CH:12][N:11]=2)[CH:5]=[CH:6][C:7]=1[F:8]. Product: [Cl:1][C:2]1[CH:3]=[C:4]([NH:9][C:10]2[C:19]3[C:14](=[CH:15][C:16]([O:39][CH2:40][CH:41]4[CH2:43][CH2:42]4)=[C:17]([NH:20][C:21](=[O:38])[CH:22]=[CH:23][CH2:24][N:25]([CH2:32][C:33]([O:35][CH2:36][CH3:37])=[O:34])[CH2:26][C@@H:27]([OH:31])[CH2:28][O:29][CH3:30])[CH:18]=3)[N:13]=[CH:12][N:11]=2)[CH:5]=[CH:6][C:7]=1[F:8]. The catalyst class is: 61. (2) Reactant: [CH3:1][O:2][C:3]([C:5]1[C:6]([CH3:12])=[N+:7]([O-])[CH:8]=[CH:9][N:10]=1)=[O:4].P(Cl)(Cl)([Cl:15])=O. Product: [Cl:15][C:8]1[N:7]=[C:6]([CH3:12])[C:5]([C:3]([O:2][CH3:1])=[O:4])=[N:10][CH:9]=1. The catalyst class is: 3. (3) Reactant: Br[C:2]1[S:6][C:5]2=[N:7][C:8]([C:10]3[O:11][C:12]4[CH:18]=[C:17]([F:19])[CH:16]=[C:15]([O:20][CH2:21][C:22]5[N:23]=[C:24]([C:27]6[CH:32]=[CH:31][CH:30]=[CH:29][CH:28]=6)[S:25][CH:26]=5)[C:13]=4[CH:14]=3)=[CH:9][N:4]2[N:3]=1.[CH3:33][OH:34].C[O-].[Na+]. Product: [F:19][C:17]1[CH:16]=[C:15]([O:20][CH2:21][C:22]2[N:23]=[C:24]([C:27]3[CH:32]=[CH:31][CH:30]=[CH:29][CH:28]=3)[S:25][CH:26]=2)[C:13]2[CH:14]=[C:10]([C:8]3[N:7]=[C:5]4[N:4]([CH:9]=3)[N:3]=[C:2]([O:34][CH3:33])[S:6]4)[O:11][C:12]=2[CH:18]=1. The catalyst class is: 4. (4) Reactant: [S:1]1[CH:5]=[CH:4][CH:3]=[C:2]1[CH2:6][NH:7][C:8]([C:10]1[N:11]=[C:12]2[C:17]([C:18]([F:21])([F:20])[F:19])=[CH:16][CH:15]=[CH:14][N:13]2[CH:22]=1)=[O:9].[C:23]1(B(O)O)[CH:28]=[CH:27][CH:26]=[CH:25][CH:24]=1.C(=O)(O)[O-].[Na+]. Product: [S:1]1[CH:5]=[CH:4][CH:3]=[C:2]1[CH2:6][NH:7][C:8]([C:10]1[N:11]=[C:12]2[C:17]([C:18]([F:21])([F:19])[F:20])=[CH:16][C:15]([C:23]3[CH:28]=[CH:27][CH:26]=[CH:25][CH:24]=3)=[CH:14][N:13]2[CH:22]=1)=[O:9]. The catalyst class is: 12. (5) Reactant: [CH3:1][O:2][C:3]1[CH:47]=[CH:46][C:6]([CH2:7][N:8]([CH2:37][C:38]2[CH:43]=[CH:42][C:41]([O:44][CH3:45])=[CH:40][CH:39]=2)[C:9]2[N:14]=[C:13]([CH3:15])[N:12]=[C:11]([C:16]3[C:17]([NH:22][C:23]4[CH:24]=[CH:25][C:26]([NH:29]C(=O)OC(C)(C)C)=[N:27][CH:28]=4)=[N:18][CH:19]=[CH:20][CH:21]=3)[N:10]=2)=[CH:5][CH:4]=1.C(O)(C(F)(F)F)=O. Product: [CH3:1][O:2][C:3]1[CH:4]=[CH:5][C:6]([CH2:7][N:8]([CH2:37][C:38]2[CH:39]=[CH:40][C:41]([O:44][CH3:45])=[CH:42][CH:43]=2)[C:9]2[N:14]=[C:13]([CH3:15])[N:12]=[C:11]([C:16]3[C:17]([NH:22][C:23]4[CH:24]=[CH:25][C:26]([NH2:29])=[N:27][CH:28]=4)=[N:18][CH:19]=[CH:20][CH:21]=3)[N:10]=2)=[CH:46][CH:47]=1. The catalyst class is: 2. (6) Reactant: Cl[C:2]1[C:3]2[C:4](=[CH:12][N:13](CC3C=CC(OC)=CC=3)[N:14]=2)[C:5]2[C:10]([CH3:11])=[N:9][S:8][C:6]=2[N:7]=1.[CH3:24][N:25]1[CH2:30][CH2:29][N:28]([C:31]2[CH:37]=[CH:36][C:34]([NH2:35])=[CH:33][CH:32]=2)[CH2:27][CH2:26]1.Cl. Product: [CH3:24][N:25]1[CH2:26][CH2:27][N:28]([C:31]2[CH:37]=[CH:36][C:34]([NH:35][C:2]3[C:3]4[C:4](=[CH:12][NH:13][N:14]=4)[C:5]4[C:10]([CH3:11])=[N:9][S:8][C:6]=4[N:7]=3)=[CH:33][CH:32]=2)[CH2:29][CH2:30]1. The catalyst class is: 71. (7) Reactant: [CH3:1][C:2]1[CH:7]=[C:6]([C:8]2[CH:13]=[CH:12][C:11]([C:14]([F:17])([F:16])[F:15])=[CH:10][CH:9]=2)[C:5]([C:18]([OH:20])=O)=[CH:4][CH:3]=1.S(Cl)([Cl:23])=O.CN(C)C=O. Product: [CH3:1][C:2]1[CH:7]=[C:6]([C:8]2[CH:13]=[CH:12][C:11]([C:14]([F:17])([F:16])[F:15])=[CH:10][CH:9]=2)[C:5]([C:18]([Cl:23])=[O:20])=[CH:4][CH:3]=1. The catalyst class is: 11. (8) Reactant: [F:1][C:2]([F:39])([F:38])[O:3][C:4]1[CH:5]=[C:6]([CH:35]=[CH:36][CH:37]=1)[CH2:7][N:8]([CH2:17][CH:18]1[CH:23]2[CH:19]1[CH2:20][N:21]([CH2:24][C:25]([O:27]CC1C=CC=CC=1)=[O:26])[CH2:22]2)[C:9]([C:11]1[N:12]=[CH:13][N:14]([CH3:16])[CH:15]=1)=[O:10]. Product: [F:39][C:2]([F:1])([F:38])[O:3][C:4]1[CH:5]=[C:6]([CH:35]=[CH:36][CH:37]=1)[CH2:7][N:8]([CH2:17][CH:18]1[CH:19]2[CH:23]1[CH2:22][N:21]([CH2:24][C:25]([OH:27])=[O:26])[CH2:20]2)[C:9]([C:11]1[N:12]=[CH:13][N:14]([CH3:16])[CH:15]=1)=[O:10]. The catalyst class is: 105. (9) Reactant: [CH2:1]([N:8]1[CH2:13][CH2:12][C:11]([C:22]2[CH:31]=[CH:30][C:25]([C:26](NC)=O)=[CH:24][CH:23]=2)([C:14]2[CH:19]=[CH:18][CH:17]=[C:16]([O:20][CH3:21])[CH:15]=2)[CH2:10][CH2:9]1)[C:2]1[CH:7]=[CH:6][CH:5]=[CH:4][CH:3]=1.N1C=CC=CC=1.S(OS(C(F)(F)F)(=O)=O)(C(F)(F)F)(=O)=O.[NH2:53][C:54]([CH3:58])([CH3:57])[CH2:55][OH:56]. Product: [CH2:1]([N:8]1[CH2:9][CH2:10][C:11]([C:22]2[CH:23]=[CH:24][C:25]([C:26]3[O:56][CH2:55][C:54]([CH3:58])([CH3:57])[N:53]=3)=[CH:30][CH:31]=2)([C:14]2[CH:19]=[CH:18][CH:17]=[C:16]([O:20][CH3:21])[CH:15]=2)[CH2:12][CH2:13]1)[C:2]1[CH:3]=[CH:4][CH:5]=[CH:6][CH:7]=1. The catalyst class is: 34. (10) Reactant: [CH3:1][O:2][C:3]1[CH:8]=[C:7]([N:9]2[CH2:12][C:11]3([N:16]([CH3:17])[CH2:15][CH2:14][CH2:13]3)[CH2:10]2)[C:6]([N+:18]([O-])=O)=[CH:5][C:4]=1[NH:21][C:22]1[N:27]=[C:26]([C:28]2[CH:29]=[N:30][N:31]3[CH:36]=[CH:35][CH:34]=[CH:33][C:32]=23)[CH:25]=[CH:24][N:23]=1.[NH4+].[Cl-].C(O)C. The catalyst class is: 150. Product: [CH3:1][O:2][C:3]1[CH:8]=[C:7]([N:9]2[CH2:10][C:11]3([N:16]([CH3:17])[CH2:15][CH2:14][CH2:13]3)[CH2:12]2)[C:6]([NH2:18])=[CH:5][C:4]=1[NH:21][C:22]1[N:27]=[C:26]([C:28]2[CH:29]=[N:30][N:31]3[CH:36]=[CH:35][CH:34]=[CH:33][C:32]=23)[CH:25]=[CH:24][N:23]=1.